Regression. Given a peptide amino acid sequence and an MHC pseudo amino acid sequence, predict their binding affinity value. This is MHC class II binding data. From a dataset of Peptide-MHC class II binding affinity with 134,281 pairs from IEDB. (1) The peptide sequence is SCWAFSGVAATESAY. The MHC is HLA-DQA10102-DQB10502 with pseudo-sequence HLA-DQA10102-DQB10502. The binding affinity (normalized) is 0.225. (2) The peptide sequence is HLAEGKVDTGVAVSR. The MHC is HLA-DQA10501-DQB10303 with pseudo-sequence HLA-DQA10501-DQB10303. The binding affinity (normalized) is 0.498. (3) The peptide sequence is NGNELLLDLSLTKVN. The MHC is DRB1_0401 with pseudo-sequence DRB1_0401. The binding affinity (normalized) is 0.435. (4) The peptide sequence is YDKFLANVSTVLTGH. The MHC is DRB1_0401 with pseudo-sequence DRB1_0401. The binding affinity (normalized) is 0.643. (5) The peptide sequence is YSVSSFERFEIFPK. The MHC is H-2-IEd with pseudo-sequence H-2-IEd. The binding affinity (normalized) is 0.326. (6) The binding affinity (normalized) is 0.296. The peptide sequence is EISTNIRQAGVQYSR. The MHC is DRB1_1201 with pseudo-sequence DRB1_1201. (7) The peptide sequence is GGRLAFQEFMIVPSG. The MHC is DRB1_0701 with pseudo-sequence DRB1_0701. The binding affinity (normalized) is 0.448. (8) The peptide sequence is YEGLSYRSLQPEEFA. The MHC is DRB1_1302 with pseudo-sequence DRB1_1302. The binding affinity (normalized) is 0.0305.